Dataset: Forward reaction prediction with 1.9M reactions from USPTO patents (1976-2016). Task: Predict the product of the given reaction. (1) Given the reactants [CH3:1][C@@H:2]1[CH2:11][C:10]2[C:5](=[CH:6][CH:7]=[C:8]([C@H:12]3[O:17][CH2:16][C@@H:15]4[CH2:18][N:19]([C:22]([O:24][C:25]([CH3:28])([CH3:27])[CH3:26])=[O:23])[CH2:20][CH2:21][N:14]4[CH2:13]3)[CH:9]=2)[C:4](=[O:29])[O:3]1.[CH3:30][C@@H:31]1[CH2:40][C:39]2[C:34](=[CH:35][CH:36]=[C:37]([C@@H:41]3[O:46][CH2:45][C@@H:44]4[CH2:47][N:48]([C:51]([O:53][C:54]([CH3:57])([CH3:56])[CH3:55])=[O:52])[CH2:49][CH2:50][N:43]4[CH2:42]3)[CH:38]=2)[C:33](=[O:58])[O:32]1.BrC1C=C2C(=CC=1)C(=O)O[C@@H](C)C2.OC[C@@H]1NCCN(C(OC(C)(C)C)=O)C1, predict the reaction product. The product is: [CH3:1][C@H:2]1[CH2:11][C:10]2[C:5](=[CH:6][CH:7]=[C:8]([C@@H:12]3[O:17][CH2:16][C@H:15]4[CH2:18][N:19]([C:22]([O:24][C:25]([CH3:28])([CH3:27])[CH3:26])=[O:23])[CH2:20][CH2:21][N:14]4[CH2:13]3)[CH:9]=2)[C:4](=[O:29])[O:3]1.[CH3:30][C@H:31]1[CH2:40][C:39]2[C:34](=[CH:35][CH:36]=[C:37]([C@H:41]3[O:46][CH2:45][C@H:44]4[CH2:47][N:48]([C:51]([O:53][C:54]([CH3:57])([CH3:56])[CH3:55])=[O:52])[CH2:49][CH2:50][N:43]4[CH2:42]3)[CH:38]=2)[C:33](=[O:58])[O:32]1. (2) Given the reactants Br.Br[CH2:3][C:4]([C:6]1[CH:11]=[CH:10][N:9]=[CH:8][CH:7]=1)=O.[C:12]([C:14]1[CH:19]=[CH:18][C:17]([NH:20][C:21]([NH2:23])=[S:22])=[CH:16][CH:15]=1)#[N:13].N, predict the reaction product. The product is: [N:9]1[CH:10]=[CH:11][C:6]([C:4]2[N:23]=[C:21]([NH:20][C:17]3[CH:18]=[CH:19][C:14]([C:12]#[N:13])=[CH:15][CH:16]=3)[S:22][CH:3]=2)=[CH:7][CH:8]=1. (3) The product is: [CH3:32][O:33][C:34]1[CH:35]=[C:36]([NH:37][C:2]2[C:3]3[NH:22][N:21]=[CH:20][C:4]=3[N:5]=[C:6]([C:8]3[CH:13]=[CH:12][CH:11]=[C:10]([N:14]4[CH2:15][CH2:16][O:17][CH2:18][CH2:19]4)[CH:9]=3)[N:7]=2)[CH:38]=[CH:39][C:40]=1[O:41][CH3:42]. Given the reactants Cl[C:2]1[C:3]2[C:4](=[CH:20][N:21](CC3C=CC(OC)=CC=3)[N:22]=2)[N:5]=[C:6]([C:8]2[CH:9]=[C:10]([N:14]3[CH2:19][CH2:18][O:17][CH2:16][CH2:15]3)[CH:11]=[CH:12][CH:13]=2)[N:7]=1.[CH3:32][O:33][C:34]1[CH:35]=[C:36]([CH:38]=[CH:39][C:40]=1[O:41][CH3:42])[NH2:37].Cl, predict the reaction product. (4) Given the reactants [CH3:1][C:2]1([CH3:12])[O:6][C@H:5]2[O:7][C@H:8]([CH:10]=[O:11])[CH2:9][C@H:4]2[O:3]1.[CH2:13]([Mg]Br)[CH3:14], predict the reaction product. The product is: [CH3:1][C:2]1([CH3:12])[O:6][C@H:5]2[O:7][C@H:8]([CH:10]([OH:11])[CH2:13][CH3:14])[CH2:9][C@H:4]2[O:3]1. (5) Given the reactants C(=O)([O-])[O-].[K+].[K+].C(#N)C.BrCCC[N:14]1[C:18](=[O:19])[C:17]2=[CH:20][CH:21]=[CH:22][CH:23]=[C:16]2[C:15]1=[O:24], predict the reaction product. The product is: [C:15]1(=[O:24])[C:16]2[C:17](=[CH:20][CH:21]=[CH:22][CH:23]=2)[C:18](=[O:19])[NH:14]1. (6) Given the reactants [F:1][C:2]1[CH:7]=[C:6](I)[CH:5]=[CH:4][C:3]=1[N:9]1[CH:14]=[C:13]([O:15][CH3:16])[C:12](=[O:17])[C:11]([C:18]2[N:22]([C:23]3[CH:28]=[CH:27][CH:26]=[CH:25][CH:24]=3)[N:21]=[CH:20][CH:19]=2)=[N:10]1.Cl.[F:30][CH:31]1[CH2:34][NH:33][CH2:32]1.O(C(C)(C)C)[Na].CC1(C)C2C(=C(P(C3C=CC=CC=3)C3C=CC=CC=3)C=CC=2)OC2C(P(C3C=CC=CC=3)C3C=CC=CC=3)=CC=CC1=2, predict the reaction product. The product is: [F:1][C:2]1[CH:7]=[C:6]([N:33]2[CH2:34][CH:31]([F:30])[CH2:32]2)[CH:5]=[CH:4][C:3]=1[N:9]1[CH:14]=[C:13]([O:15][CH3:16])[C:12](=[O:17])[C:11]([C:18]2[N:22]([C:23]3[CH:28]=[CH:27][CH:26]=[CH:25][CH:24]=3)[N:21]=[CH:20][CH:19]=2)=[N:10]1. (7) The product is: [Br:11][C:2]1[C:7]([Cl:8])=[CH:6][C:5]([Cl:9])=[C:4]([CH3:10])[N:3]=1. Given the reactants N[C:2]1[C:7]([Cl:8])=[CH:6][C:5]([Cl:9])=[C:4]([CH3:10])[N:3]=1.[BrH:11].BrBr.N([O-])=O.[Na+].[OH-].[Na+], predict the reaction product. (8) Given the reactants [N:1]1([C:8]2[CH:9]=[C:10]3[C:15](=[CH:16][CH:17]=2)[N:14]=[C:13]([C:18]2[CH:23]=[CH:22][C:21]([F:24])=[C:20]([O:25][CH3:26])[CH:19]=2)[N:12]([CH2:27][C:28]([NH:30][CH:31]([CH3:33])[CH3:32])=[O:29])[C:11]3=[O:34])[CH2:7][CH2:6][CH2:5][NH:4][CH2:3][CH2:2]1.CC1C=CC(S(O[CH2:46][CH:47]2[CH2:52][CH2:51][O:50][CH2:49][CH2:48]2)(=O)=O)=CC=1.CCN(C(C)C)C(C)C, predict the reaction product. The product is: [F:24][C:21]1[CH:22]=[CH:23][C:18]([C:13]2[N:12]([CH2:27][C:28]([NH:30][CH:31]([CH3:32])[CH3:33])=[O:29])[C:11](=[O:34])[C:10]3[C:15](=[CH:16][CH:17]=[C:8]([N:1]4[CH2:7][CH2:6][CH2:5][N:4]([CH2:46][CH:47]5[CH2:52][CH2:51][O:50][CH2:49][CH2:48]5)[CH2:3][CH2:2]4)[CH:9]=3)[N:14]=2)=[CH:19][C:20]=1[O:25][CH3:26]. (9) Given the reactants Br[C:2]1[N:11]=[C:10]([C:12]([NH:14][CH2:15][C:16]2[CH:21]=[C:20]([Cl:22])[CH:19]=[C:18]([Cl:23])[CH:17]=2)=[O:13])[C:9]([OH:24])=[C:8]2[C:3]=1[CH:4]=[CH:5][CH:6]=[N:7]2.[NH:25]1[CH2:30][CH2:29][NH:28][CH2:27][CH2:26]1.[C:31]([OH:37])([C:33]([F:36])([F:35])[F:34])=[O:32], predict the reaction product. The product is: [Cl:23][C:18]1[CH:17]=[C:16]([CH:21]=[C:20]([Cl:22])[CH:19]=1)[CH2:15][NH:14][C:12]([C:10]1[C:9]([OH:24])=[C:8]2[C:3]([CH:4]=[CH:5][CH:6]=[N:7]2)=[C:2]([N:25]2[CH2:30][CH2:29][NH:28][CH2:27][CH2:26]2)[N:11]=1)=[O:13].[F:34][C:33]([F:36])([F:35])[C:31]([O-:37])=[O:32].[NH:11]1[CH2:10][CH2:12][NH2+:14][CH2:15][CH2:16]1. (10) Given the reactants [C:1]1([CH:7]([C:26]2[CH:31]=[CH:30][CH:29]=[CH:28][CH:27]=2)[N:8]2[CH2:11][CH:10]([N:12]3[CH2:17][CH2:16][N:15]([C:18](OC(C)(C)C)=O)[CH2:14][C@@H:13]3[CH3:25])[CH2:9]2)[CH:6]=[CH:5][CH:4]=[CH:3][CH:2]=1.C1COCC1.[H-].[Al+3].[Li+].[H-].[H-].[H-].[OH-].[Na+], predict the reaction product. The product is: [C:26]1([CH:7]([C:1]2[CH:6]=[CH:5][CH:4]=[CH:3][CH:2]=2)[N:8]2[CH2:11][CH:10]([N:12]3[CH2:17][CH2:16][N:15]([CH3:18])[CH2:14][C@@H:13]3[CH3:25])[CH2:9]2)[CH:27]=[CH:28][CH:29]=[CH:30][CH:31]=1.